The task is: Predict the product of the given reaction.. This data is from Forward reaction prediction with 1.9M reactions from USPTO patents (1976-2016). (1) The product is: [CH:13]1[C:14]2[C:9](=[CH:8][CH:21]=[CH:16][CH:15]=2)[CH:10]=[CH:11][CH:12]=1. Given the reactants BrC1C=CC=CC=1[C:8]1[C:9]2[C:14]([C:15](C3C=CC=CC=3Br)=[C:16]3[C:21]=1C=CC=C3)=[CH:13][CH:12]=[CH:11][CH:10]=2.BrC1C2C(=CC=CC=2)C(C2C3C(=CC=CC=3)C(C3C4C(C(Br)=C5C=3C=CC=C5)=CC=CC=4)=CC=2)=C2C=1C=CC=C2.OC(C(O)(C)C)(C)C.C1(C(=CC=CC=1)O)O, predict the reaction product. (2) Given the reactants [CH2:1]([O:8][C:9]([N:11]1[C@H:15]([C:16]([OH:18])=[O:17])[CH2:14][O:13][CH2:12]1)=[O:10])[C:2]1[CH:7]=[CH:6][CH:5]=[CH:4][CH:3]=1.S(Cl)(Cl)=O.[CH3:23]O, predict the reaction product. The product is: [CH3:23][O:17][C:16]([C@@H:15]1[CH2:14][O:13][CH2:12][N:11]1[C:9]([O:8][CH2:1][C:2]1[CH:7]=[CH:6][CH:5]=[CH:4][CH:3]=1)=[O:10])=[O:18]. (3) Given the reactants [O:1]1[C:5]2[CH:6]=[CH:7][C:8]([C:10]3([C:13]([NH:15][C:16]4[CH:17]=[N:18][C:19]([C:22]5[CH:27]=[CH:26][CH:25]=[CH:24][CH:23]=5)=[CH:20][CH:21]=4)=[O:14])[CH2:12][CH2:11]3)=[CH:9][C:4]=2[O:3][CH2:2]1.[Cl:28]C1C=CC=CC=1B(O)O.O1C2C=CC(C3(C(NC4C=NC(Br)=CC=4)=O)CC3)=CC=2OC1, predict the reaction product. The product is: [O:1]1[C:5]2[CH:6]=[CH:7][C:8]([C:10]3([C:13]([NH:15][C:16]4[CH:17]=[N:18][C:19]([C:22]5[CH:27]=[CH:26][CH:25]=[CH:24][C:23]=5[Cl:28])=[CH:20][CH:21]=4)=[O:14])[CH2:12][CH2:11]3)=[CH:9][C:4]=2[O:3][CH2:2]1. (4) Given the reactants [CH:1]([C:3]1[N:8]=[C:7]([NH:9][C:10](=[O:16])[O:11][C:12]([CH3:15])([CH3:14])[CH3:13])[CH:6]=[CH:5][CH:4]=1)=[O:2].[BH4-].[Na+], predict the reaction product. The product is: [OH:2][CH2:1][C:3]1[N:8]=[C:7]([NH:9][C:10](=[O:16])[O:11][C:12]([CH3:14])([CH3:13])[CH3:15])[CH:6]=[CH:5][CH:4]=1.